From a dataset of Forward reaction prediction with 1.9M reactions from USPTO patents (1976-2016). Predict the product of the given reaction. Given the reactants [CH3:1][C:2]([CH:4]1[CH2:6][CH2:5]1)=[O:3].[CH:7](OC)(OC)[O:8]C.CO.[C:16]1(C)C=CC(S(O)(=O)=O)=CC=1.C[O-].[Na+], predict the reaction product. The product is: [CH3:16][O:3][C:2]([CH:4]1[CH2:6][CH2:5]1)([O:8][CH3:7])[CH3:1].